Dataset: NCI-60 drug combinations with 297,098 pairs across 59 cell lines. Task: Regression. Given two drug SMILES strings and cell line genomic features, predict the synergy score measuring deviation from expected non-interaction effect. (1) Synergy scores: CSS=3.65, Synergy_ZIP=4.09, Synergy_Bliss=-0.439, Synergy_Loewe=-0.204, Synergy_HSA=-0.454. Drug 1: CCC(=C(C1=CC=CC=C1)C2=CC=C(C=C2)OCCN(C)C)C3=CC=CC=C3.C(C(=O)O)C(CC(=O)O)(C(=O)O)O. Cell line: MDA-MB-231. Drug 2: C1CN(P(=O)(OC1)NCCCl)CCCl. (2) Drug 1: CNC(=O)C1=NC=CC(=C1)OC2=CC=C(C=C2)NC(=O)NC3=CC(=C(C=C3)Cl)C(F)(F)F. Drug 2: C1CN(CCN1C(=O)CCBr)C(=O)CCBr. Cell line: MCF7. Synergy scores: CSS=17.3, Synergy_ZIP=-3.93, Synergy_Bliss=1.08, Synergy_Loewe=-2.07, Synergy_HSA=1.18.